Task: Predict the reactants needed to synthesize the given product.. Dataset: Full USPTO retrosynthesis dataset with 1.9M reactions from patents (1976-2016) (1) The reactants are: [CH2:1]([S:3][CH2:4][CH2:5][O:6][C:7]1[CH:12]=[C:11]([CH3:13])[C:10]([C:14]2[CH:19]=[CH:18][CH:17]=[C:16]([CH2:20][O:21][C:22]3[CH:35]=[CH:34][C:25]4[C@H:26]([CH2:29][C:30]([O:32]C)=[O:31])[CH2:27][O:28][C:24]=4[CH:23]=3)[CH:15]=2)=[C:9]([CH3:36])[CH:8]=1)[CH3:2].CO.[OH-].[Na+].Cl. Given the product [CH2:1]([S:3][CH2:4][CH2:5][O:6][C:7]1[CH:8]=[C:9]([CH3:36])[C:10]([C:14]2[CH:19]=[CH:18][CH:17]=[C:16]([CH2:20][O:21][C:22]3[CH:35]=[CH:34][C:25]4[C@H:26]([CH2:29][C:30]([OH:32])=[O:31])[CH2:27][O:28][C:24]=4[CH:23]=3)[CH:15]=2)=[C:11]([CH3:13])[CH:12]=1)[CH3:2], predict the reactants needed to synthesize it. (2) Given the product [Cl:8][C:6]1[N:7]=[C:2]([N:23]2[C:22]3[CH:27]=[CH:28][C:19]([O:18][CH3:17])=[CH:20][C:21]=3[O:26][CH2:25][CH2:24]2)[C:3](=[O:16])[N:4]([CH:9]([CH:12]2[CH2:15][CH2:14][CH2:13]2)[CH2:10][CH3:11])[CH:5]=1, predict the reactants needed to synthesize it. The reactants are: Cl[C:2]1[C:3](=[O:16])[N:4]([CH:9]([CH:12]2[CH2:15][CH2:14][CH2:13]2)[CH2:10][CH3:11])[CH:5]=[C:6]([Cl:8])[N:7]=1.[CH3:17][O:18][C:19]1[CH:28]=[CH:27][C:22]2[NH:23][CH2:24][CH2:25][O:26][C:21]=2[CH:20]=1.